Predict which catalyst facilitates the given reaction. From a dataset of Catalyst prediction with 721,799 reactions and 888 catalyst types from USPTO. (1) Reactant: [F:1][C:2]1[CH:32]=[C:31]([F:33])[CH:30]=[CH:29][C:3]=1[O:4][C:5]1[CH:10]=[CH:9][C:8]([S:11]([CH3:14])(=[O:13])=[O:12])=[CH:7][C:6]=1[C:15]1[C:16]2[CH:25]=[C:24]([C:26](O)=[O:27])[NH:23][C:17]=2[C:18](=[O:22])[N:19]([CH3:21])[CH:20]=1.C(Cl)(=O)C(Cl)=O.C[N:41](C)C=O.[OH-].[NH4+]. Product: [F:1][C:2]1[CH:32]=[C:31]([F:33])[CH:30]=[CH:29][C:3]=1[O:4][C:5]1[CH:10]=[CH:9][C:8]([S:11]([CH3:14])(=[O:13])=[O:12])=[CH:7][C:6]=1[C:15]1[C:16]2[CH:25]=[C:24]([C:26]([NH2:41])=[O:27])[NH:23][C:17]=2[C:18](=[O:22])[N:19]([CH3:21])[CH:20]=1. The catalyst class is: 4. (2) Reactant: C(N(CC)CC)C.Cl[C:9]1[N:14]=[C:13]([Cl:15])[N:12]=[C:11]2[NH:16][N:17]=[C:18]([S:19][CH3:20])[C:10]=12.[NH2:21][C:22]1[CH:27]=[CH:26][C:25]([NH:28][C:29](=[O:31])[CH3:30])=[CH:24][CH:23]=1. Product: [Cl:15][C:13]1[N:12]=[C:11]2[NH:16][N:17]=[C:18]([S:19][CH3:20])[C:10]2=[C:9]([NH:21][C:22]2[CH:23]=[CH:24][C:25]([NH:28][C:29](=[O:31])[CH3:30])=[CH:26][CH:27]=2)[N:14]=1. The catalyst class is: 8. (3) Reactant: [C:1]([C:3]1[CH:4]=[C:5]([S:22]([N:25](CC2C=CC(OC)=CC=2OC)[C:26]2[S:30][N:29]=[CH:28][N:27]=2)(=[O:24])=[O:23])[CH:6]=[CH:7][C:8]=1[CH2:9][C:10]1[CH:15]=[CH:14][C:13]([C:16]([F:19])([F:18])[F:17])=[CH:12][C:11]=1[O:20][CH3:21])#[N:2].FC(F)(F)C(O)=O. Product: [C:1]([C:3]1[CH:4]=[C:5]([S:22]([NH:25][C:26]2[S:30][N:29]=[CH:28][N:27]=2)(=[O:24])=[O:23])[CH:6]=[CH:7][C:8]=1[CH2:9][C:10]1[CH:15]=[CH:14][C:13]([C:16]([F:19])([F:17])[F:18])=[CH:12][C:11]=1[O:20][CH3:21])#[N:2]. The catalyst class is: 4. (4) Reactant: [NH2:1][C:2]1[C:3]2[C:10]([C:11]3[CH:16]=[CH:15][C:14]([O:17][CH2:18][C:19]4[N:23]([CH2:24][O:25][C:26](=[O:31])[C:27]([CH3:30])([CH3:29])[CH3:28])[N:22]=[N:21][CH:20]=4)=[CH:13][CH:12]=3)=[C:9](Br)[N:8]([C@@H:33]3[CH2:37][CH2:36][N:35]([C:38]([O:40][C:41]([CH3:44])([CH3:43])[CH3:42])=[O:39])[CH2:34]3)[C:4]=2[N:5]=[CH:6][N:7]=1.[CH3:45]B(O)O.C1(P(C2CCCCC2)C2CCCCC2)CCCCC1. Product: [NH2:1][C:2]1[C:3]2[C:10]([C:11]3[CH:16]=[CH:15][C:14]([O:17][CH2:18][C:19]4[N:23]([CH2:24][O:25][C:26](=[O:31])[C:27]([CH3:30])([CH3:29])[CH3:28])[N:22]=[N:21][CH:20]=4)=[CH:13][CH:12]=3)=[C:9]([CH3:45])[N:8]([C@@H:33]3[CH2:37][CH2:36][N:35]([C:38]([O:40][C:41]([CH3:44])([CH3:43])[CH3:42])=[O:39])[CH2:34]3)[C:4]=2[N:5]=[CH:6][N:7]=1. The catalyst class is: 101. (5) Reactant: [ClH:1].Cl.[CH:3]([CH:16]1[NH:21][CH2:20][CH2:19][N:18]([CH2:22][C:23]2[CH:28]=[CH:27][CH:26]=[CH:25][C:24]=2[O:29][CH3:30])[CH2:17]1)([C:10]1[CH:15]=[CH:14][CH:13]=[CH:12][CH:11]=1)[C:4]1[CH:9]=[CH:8][CH:7]=[CH:6][CH:5]=1.Br[CH2:32][C:33]([NH2:35])=[O:34].C(=O)([O-])[O-].[K+].[K+]. Product: [ClH:1].[ClH:1].[CH:3]([CH:16]1[CH2:17][N:18]([CH2:22][C:23]2[CH:28]=[CH:27][CH:26]=[CH:25][C:24]=2[O:29][CH3:30])[CH2:19][CH2:20][N:21]1[CH2:32][C:33](=[O:34])[NH2:35])([C:10]1[CH:11]=[CH:12][CH:13]=[CH:14][CH:15]=1)[C:4]1[CH:9]=[CH:8][CH:7]=[CH:6][CH:5]=1. The catalyst class is: 9. (6) Reactant: C1(C)C=CC=CC=1.[NH:8]1[CH2:12][CH2:11][CH2:10][CH2:9]1.[O:13]1[C:17]2([CH2:22][CH2:21][CH:20]([CH:23]3[CH2:28][CH2:27][C:26](=O)[CH2:25][CH2:24]3)[CH2:19][CH2:18]2)[O:16][CH2:15][CH2:14]1. Product: [O:13]1[C:17]2([CH2:18][CH2:19][CH:20]([CH:23]3[CH2:28][CH2:27][C:26]([N:8]4[CH2:12][CH2:11][CH2:10][CH2:9]4)=[CH:25][CH2:24]3)[CH2:21][CH2:22]2)[O:16][CH2:15][CH2:14]1. The catalyst class is: 6.